Dataset: Reaction yield outcomes from USPTO patents with 853,638 reactions. Task: Predict the reaction yield, written as a fraction of the theoretical maximum amount of product (1.0 means a 100% yield; for example, 0.34 means a 34% yield). (1) The reactants are [O:1]=[C:2]1[C:7]([CH2:8][C:9]2[CH:14]=[CH:13][C:12]([C:15]3[C:16]([C:21]#[N:22])=[CH:17][CH:18]=[CH:19][CH:20]=3)=[CH:11][CH:10]=2)=[C:6]([CH2:23][CH2:24][CH3:25])[N:5]2[N:26]=[CH:27][N:28]=[C:4]2[NH:3]1.CI.[C:31](=O)([O-])[O-].[K+].[K+].CN(C)C=O. The catalyst is C(OCC)(=O)C. The product is [CH3:31][N:3]1[C:2](=[O:1])[C:7]([CH2:8][C:9]2[CH:10]=[CH:11][C:12]([C:15]3[C:16]([C:21]#[N:22])=[CH:17][CH:18]=[CH:19][CH:20]=3)=[CH:13][CH:14]=2)=[C:6]([CH2:23][CH2:24][CH3:25])[N:5]2[N:26]=[CH:27][N:28]=[C:4]12. The yield is 1.00. (2) The yield is 1.00. The product is [CH3:3][CH:2]([CH2:4][CH2:5][CH2:6][C@H:7]([C@@H:9]1[C@:26]2([CH3:27])[C@H:12]([C@H:13]3[C@H:23]([CH2:24][CH2:25]2)[C@:21]2([CH3:22])[C:16]([CH2:17][C@@H:18]([O:28][CH2:29][C:30]([OH:32])=[O:31])[CH2:19][CH2:20]2)=[CH:15][CH2:14]3)[CH2:11][CH2:10]1)[CH3:8])[CH3:1]. No catalyst specified. The reactants are [CH3:1][CH:2]([CH2:4][CH2:5][CH2:6][C@H:7]([C@@H:9]1[C@:26]2([CH3:27])[C@H:12]([C@H:13]3[C@H:23]([CH2:24][CH2:25]2)[C@:21]2([CH3:22])[C:16]([CH2:17][C@@H:18]([O:28][CH2:29][C:30]([O:32]C(C)(C)C)=[O:31])[CH2:19][CH2:20]2)=[CH:15][CH2:14]3)[CH2:11][CH2:10]1)[CH3:8])[CH3:3].C(OCC)C. (3) The reactants are [CH3:1][O:2][C:3](=[O:16])[C:4]1[CH:9]=[C:8]([N+:10]([O-:12])=[O:11])[C:7]([NH2:13])=[C:6]([Cl:14])[C:5]=1F.[NH2:17][C:18]1[CH:23]=[CH:22][CH:21]=[CH:20][CH:19]=1.O. The catalyst is CO. The product is [CH3:1][O:2][C:3](=[O:16])[C:4]1[CH:9]=[C:8]([N+:10]([O-:12])=[O:11])[C:7]([NH2:13])=[C:6]([Cl:14])[C:5]=1[NH:17][C:18]1[CH:23]=[CH:22][CH:21]=[CH:20][CH:19]=1. The yield is 0.840.